This data is from Peptide-MHC class I binding affinity with 185,985 pairs from IEDB/IMGT. The task is: Regression. Given a peptide amino acid sequence and an MHC pseudo amino acid sequence, predict their binding affinity value. This is MHC class I binding data. (1) The peptide sequence is YREAGIPVL. The MHC is HLA-B07:02 with pseudo-sequence HLA-B07:02. The binding affinity (normalized) is 0.0847. (2) The binding affinity (normalized) is 0.595. The peptide sequence is YQPEREKVY. The MHC is HLA-B15:01 with pseudo-sequence HLA-B15:01. (3) The peptide sequence is FSNSNIYK. The MHC is HLA-A01:01 with pseudo-sequence HLA-A01:01. The binding affinity (normalized) is 0. (4) The peptide sequence is HLNPNKTKR. The MHC is Patr-A0301 with pseudo-sequence Patr-A0301. The binding affinity (normalized) is 0. (5) The binding affinity (normalized) is 0. The MHC is HLA-A68:02 with pseudo-sequence HLA-A68:02. The peptide sequence is PIGMQFDKV. (6) The peptide sequence is RSKAYSNCY. The MHC is HLA-A01:01 with pseudo-sequence HLA-A01:01. The binding affinity (normalized) is 0.0847.